This data is from Catalyst prediction with 721,799 reactions and 888 catalyst types from USPTO. The task is: Predict which catalyst facilitates the given reaction. (1) Reactant: [Br:1][C:2]1[N:6]2[C:7](=[O:14])[C:8]([F:13])=[C:9]([CH2:11]Cl)[N:10]=[C:5]2[S:4][C:3]=1[CH3:15].P([O-])([O-])([O-])=O.[K+].[K+].[K+].[C:24]([C:26]1[CH:27]=[C:28](B(O)O)[CH:29]=[CH:30][CH:31]=1)#[N:25]. Product: [Br:1][C:2]1[N:6]2[C:7](=[O:14])[C:8]([F:13])=[C:9]([CH2:11][C:30]3[CH:31]=[C:26]([CH:27]=[CH:28][CH:29]=3)[C:24]#[N:25])[N:10]=[C:5]2[S:4][C:3]=1[CH3:15]. The catalyst class is: 70. (2) Reactant: [CH3:1][O:2][C:3]1[CH:12]=[C:11]2[C:6]([CH:7]=[CH:8][C:9](=[O:36])[N:10]2[CH2:13][CH2:14][CH2:15][C:16]2([C:31]([O:33]CC)=[O:32])[CH2:21][CH2:20][N:19]([CH2:22][CH2:23][O:24][C:25]3[CH:30]=[CH:29][CH:28]=[CH:27][CH:26]=3)[CH2:18][CH2:17]2)=[CH:5][CH:4]=1.[OH-].[Na+]. Product: [CH3:1][O:2][C:3]1[CH:12]=[C:11]2[C:6]([CH:7]=[CH:8][C:9](=[O:36])[N:10]2[CH2:13][CH2:14][CH2:15][C:16]2([C:31]([OH:33])=[O:32])[CH2:17][CH2:18][N:19]([CH2:22][CH2:23][O:24][C:25]3[CH:26]=[CH:27][CH:28]=[CH:29][CH:30]=3)[CH2:20][CH2:21]2)=[CH:5][CH:4]=1. The catalyst class is: 8.